This data is from Reaction yield outcomes from USPTO patents with 853,638 reactions. The task is: Predict the reaction yield, written as a fraction of the theoretical maximum amount of product (1.0 means a 100% yield; for example, 0.34 means a 34% yield). (1) The catalyst is C(Cl)Cl. The product is [Cl:1][C:2]1[CH:6]=[N:5][N:4]([CH:7]([CH3:9])[CH3:8])[C:3]=1[C:10]1[CH:11]=[C:12]([NH:18][C:27]([NH:26][C:23]2[CH:24]=[CH:25][C:20]([F:19])=[CH:21][CH:22]=2)=[O:28])[CH:13]=[CH:14][C:15]=1[O:16][CH3:17]. The reactants are [Cl:1][C:2]1[CH:6]=[N:5][N:4]([CH:7]([CH3:9])[CH3:8])[C:3]=1[C:10]1[CH:11]=[C:12]([NH2:18])[CH:13]=[CH:14][C:15]=1[O:16][CH3:17].[F:19][C:20]1[CH:25]=[CH:24][C:23]([N:26]=[C:27]=[O:28])=[CH:22][CH:21]=1. The yield is 0.330. (2) The reactants are [CH3:1][C:2]1[CH:3]=[CH:4][N:5]2[CH:10]=[C:9]([C:11](OCC)=[O:12])[NH:8][C:7](=[O:16])[C:6]=12.B.C1COCC1.O. The catalyst is C1COCC1.CCOC(C)=O.[Cl-].[Na+].O. The product is [OH:12][CH2:11][C:9]1[NH:8][C:7](=[O:16])[C:6]2[N:5]([CH:4]=[CH:3][C:2]=2[CH3:1])[CH:10]=1. The yield is 0.740.